Dataset: Forward reaction prediction with 1.9M reactions from USPTO patents (1976-2016). Task: Predict the product of the given reaction. (1) Given the reactants I[C:2]1[CH:7]=[CH:6][CH:5]=[CH:4][N:3]=1.C([Mg]Br)C.[Br:12][C:13]1[S:17][C:16]([C:18](N(OC)C)=[O:19])=[CH:15][C:14]=1[CH3:24].[Cl-].[NH4+], predict the reaction product. The product is: [Br:12][C:13]1[S:17][C:16]([C:18]([C:2]2[CH:7]=[CH:6][CH:5]=[CH:4][N:3]=2)=[O:19])=[CH:15][C:14]=1[CH3:24]. (2) Given the reactants [O:1]1[CH:5]=[CH:4][CH:3]=[C:2]1[C:6]1[C:11]([C:12]2[CH:17]=[CH:16][N:15]=[CH:14][CH:13]=2)=[CH:10][C:9]([NH2:18])=[C:8]([NH2:19])[N:7]=1.[CH2:20](OC(OCC)OCC)C.O.C(=O)([O-])O.[Na+], predict the reaction product. The product is: [O:1]1[CH:5]=[CH:4][CH:3]=[C:2]1[C:6]1[N:7]=[C:8]2[NH:19][CH:20]=[N:18][C:9]2=[CH:10][C:11]=1[C:12]1[CH:17]=[CH:16][N:15]=[CH:14][CH:13]=1. (3) Given the reactants Cl.[NH2:2][CH2:3][C:4]([C:6]1[CH:11]=[CH:10][C:9]([O:12][CH2:13][CH2:14][CH2:15][CH2:16][CH2:17][CH2:18][CH2:19][CH3:20])=[C:8]([C:21]([F:24])([F:23])[F:22])[CH:7]=1)=[O:5].[C:25]([O:29][C:30]([N:32]1[C@@:36]([CH3:40])([C:37](O)=[O:38])[CH2:35][O:34][C:33]1([CH3:42])[CH3:41])=[O:31])([CH3:28])([CH3:27])[CH3:26], predict the reaction product. The product is: [CH3:41][C:33]1([CH3:42])[N:32]([C:30]([O:29][C:25]([CH3:27])([CH3:26])[CH3:28])=[O:31])[C@@:36]([CH3:40])([C:37](=[O:38])[NH:2][CH2:3][C:4]([C:6]2[CH:11]=[CH:10][C:9]([O:12][CH2:13][CH2:14][CH2:15][CH2:16][CH2:17][CH2:18][CH2:19][CH3:20])=[C:8]([C:21]([F:22])([F:23])[F:24])[CH:7]=2)=[O:5])[CH2:35][O:34]1. (4) Given the reactants Cl.[NH2:2][C:3]1[C:4]2[C:14]([O:15][CH2:16][C:17]([NH2:20])([CH3:19])[CH3:18])=[CH:13][CH:12]=[CH:11][C:5]=2[NH:6][S:7](=[O:10])(=[O:9])[N:8]=1.[N:21]1[CH:22]=[CH:23][N:24]2[CH:29]=[CH:28][C:27]([C:30](O)=[O:31])=[CH:26][C:25]=12, predict the reaction product. The product is: [NH2:2][C:3]1[C:4]2[C:14]([O:15][CH2:16][C:17]([NH:20][C:30]([C:27]3[CH:28]=[CH:29][N:24]4[CH:23]=[CH:22][N:21]=[C:25]4[CH:26]=3)=[O:31])([CH3:18])[CH3:19])=[CH:13][CH:12]=[CH:11][C:5]=2[NH:6][S:7](=[O:10])(=[O:9])[N:8]=1. (5) Given the reactants [NH2:1][C:2]1[N:3]([CH3:30])[C:4](=[O:29])[C:5]([C:20]2[CH:21]=[C:22]([CH:27]=[O:28])[N:23]([CH2:25][CH3:26])[CH:24]=2)([C:7]2[CH:12]=[CH:11][CH:10]=[C:9]([C:13]3[C:14]([F:19])=[N:15][CH:16]=[CH:17][CH:18]=3)[CH:8]=2)[N:6]=1.[BH4-].[Na+].[CH2:33](O)C, predict the reaction product. The product is: [NH2:1][C:2]1[N:3]([CH3:30])[C:4](=[O:29])[C:5]([C:20]2[CH:21]=[C:22]([CH2:27][O:28][CH3:33])[N:23]([CH2:25][CH3:26])[CH:24]=2)([C:7]2[CH:12]=[CH:11][CH:10]=[C:9]([C:13]3[C:14]([F:19])=[N:15][CH:16]=[CH:17][CH:18]=3)[CH:8]=2)[N:6]=1. (6) Given the reactants [CH3:1][O:2][C:3]([C:5]1[C:10](Cl)=[C:9]([NH:12][C:13](=[O:15])[CH3:14])[CH:8]=[C:7]([C:16]2[CH:21]=[CH:20][C:19]([Cl:22])=[C:18]([O:23][CH3:24])[C:17]=2[F:25])[N:6]=1)=[O:4].[CH3:26][Sn](C)(C)C, predict the reaction product. The product is: [CH3:1][O:2][C:3]([C:5]1[C:10]([CH3:26])=[C:9]([NH:12][C:13](=[O:15])[CH3:14])[CH:8]=[C:7]([C:16]2[CH:21]=[CH:20][C:19]([Cl:22])=[C:18]([O:23][CH3:24])[C:17]=2[F:25])[N:6]=1)=[O:4]. (7) The product is: [ClH:34].[OH2:4].[N:1]1([C:7]2[N:12]=[C:11]([C:13]3[C:14]([C:20]([F:23])([F:21])[F:22])=[CH:15][C:16]([NH2:19])=[N:17][CH:18]=3)[CH:10]=[C:9]([N:24]3[CH2:25][CH2:26][O:27][CH2:28][CH2:29]3)[N:8]=2)[CH2:2][CH2:3][O:4][CH2:5][CH2:6]1. Given the reactants [N:1]1([C:7]2[N:12]=[C:11]([C:13]3[C:14]([C:20]([F:23])([F:22])[F:21])=[CH:15][C:16]([NH2:19])=[N:17][CH:18]=3)[CH:10]=[C:9]([N:24]3[CH2:29][CH2:28][O:27][CH2:26][CH2:25]3)[N:8]=2)[CH2:6][CH2:5][O:4][CH2:3][CH2:2]1.CC(C)=O.[ClH:34], predict the reaction product. (8) Given the reactants Br[C:2]1[C:3]([NH:22][CH2:23][CH2:24][OH:25])=[N:4][CH:5]=[C:6]([CH:21]=1)[C:7]([NH:9][C:10]1[CH:15]=[CH:14][C:13]([O:16][C:17]([F:20])([F:19])[F:18])=[CH:12][CH:11]=1)=[O:8].[N:26]1[CH:31]=[CH:30][CH:29]=[C:28](B(O)O)[CH:27]=1, predict the reaction product. The product is: [OH:25][CH2:24][CH2:23][NH:22][C:3]1[C:2]([C:28]2[CH:27]=[N:26][CH:31]=[CH:30][CH:29]=2)=[CH:21][C:6]([C:7]([NH:9][C:10]2[CH:15]=[CH:14][C:13]([O:16][C:17]([F:20])([F:19])[F:18])=[CH:12][CH:11]=2)=[O:8])=[CH:5][N:4]=1. (9) Given the reactants [N+:1]([C:4]1[CH:13]=[CH:12][C:7]2[NH:8][CH2:9][CH2:10][O:11][C:6]=2[CH:5]=1)([O-:3])=[O:2].[H-].[Na+].Cl[CH2:17][C:18]1[CH:28]=[CH:27][CH:26]=[CH:25][C:19]=1[C:20]([O:22][CH2:23][CH3:24])=[O:21], predict the reaction product. The product is: [N+:1]([C:4]1[CH:13]=[CH:12][C:7]2[N:8]([CH2:17][C:18]3[CH:28]=[CH:27][CH:26]=[CH:25][C:19]=3[C:20]([O:22][CH2:23][CH3:24])=[O:21])[CH2:9][CH2:10][O:11][C:6]=2[CH:5]=1)([O-:3])=[O:2].